From a dataset of Forward reaction prediction with 1.9M reactions from USPTO patents (1976-2016). Predict the product of the given reaction. (1) Given the reactants C([O:4][C@@H:5]1[C@@H:10]([O:11]C(=O)C)[C@@H:9]([O:15]C(=O)C)[C@@H:8]([CH2:19][O:20]C(=O)C)[O:7][C@H:6]1[O:24][C:25]1[C:29]([CH2:30][C:31]2[CH:36]=[CH:35][C:34](/[CH:37]=[CH:38]/[CH2:39][C:40]([OH:42])=O)=[CH:33][CH:32]=2)=[C:28]([CH:43]([CH3:45])[CH3:44])[NH:27][N:26]=1)(=O)C.[NH2:46][C:47]([CH3:52])([CH2:50][OH:51])CO.Cl.NC[C:56](N)=[O:57], predict the reaction product. The product is: [C@@H:6]1([O:24][C:25]2[C:29]([CH2:30][C:31]3[CH:36]=[CH:35][C:34]([CH2:37][CH2:38][CH2:39][C:40](=[O:42])[N:46]([CH2:56][OH:57])[CH:47]([CH3:52])[CH2:50][OH:51])=[CH:33][CH:32]=3)=[C:28]([CH:43]([CH3:45])[CH3:44])[NH:27][N:26]=2)[O:7][C@H:8]([CH2:19][OH:20])[C@H:9]([OH:15])[C@H:10]([OH:11])[C@H:5]1[OH:4]. (2) Given the reactants [H-].[Na+].[OH:3][CH2:4][C:5]1([C:11]([O:13][CH2:14][CH3:15])=[O:12])[CH2:10][CH2:9][CH2:8][CH2:7][O:6]1.S(OC)(O[CH3:20])(=O)=O, predict the reaction product. The product is: [CH3:20][O:3][CH2:4][C:5]1([C:11]([O:13][CH2:14][CH3:15])=[O:12])[CH2:10][CH2:9][CH2:8][CH2:7][O:6]1. (3) Given the reactants Br[C:2]1[CH:7]=[CH:6][CH:5]=[C:4]([Br:8])[CH:3]=1.[NH2:9][CH2:10][CH2:11][NH:12][C:13](=[O:19])[O:14][C:15]([CH3:18])([CH3:17])[CH3:16].N1CCC[C@H]1C(O)=O.C(=O)([O-])[O-].[K+].[K+], predict the reaction product. The product is: [Br:8][C:4]1[CH:3]=[C:2]([NH:9][CH2:10][CH2:11][NH:12][C:13](=[O:19])[O:14][C:15]([CH3:17])([CH3:16])[CH3:18])[CH:7]=[CH:6][CH:5]=1.